This data is from CYP2C9 inhibition data for predicting drug metabolism from PubChem BioAssay. The task is: Regression/Classification. Given a drug SMILES string, predict its absorption, distribution, metabolism, or excretion properties. Task type varies by dataset: regression for continuous measurements (e.g., permeability, clearance, half-life) or binary classification for categorical outcomes (e.g., BBB penetration, CYP inhibition). Dataset: cyp2c9_veith. (1) The compound is CCCCN(CCCC)CCC(O)c1cc2c(Cl)cc(Cl)cc2c2cc(C(F)(F)F)ccc12.Cl. The result is 0 (non-inhibitor). (2) The drug is CN1[C@H]2CCC[C@@H]1CC(=O)C2. The result is 0 (non-inhibitor). (3) The molecule is COc1ccc(CCNc2cc(-c3ccccc3)nc3ncnn23)cc1. The result is 1 (inhibitor). (4) The drug is CCN(CC)C(=O)CSc1nnc(CNc2ccc(F)cc2)o1. The result is 0 (non-inhibitor). (5) The drug is O=c1[nH]c2[nH]c(=S)[nH]c(=S)c2[nH]1. The result is 1 (inhibitor). (6) The result is 0 (non-inhibitor). The drug is O=C1CC(N2CCN(CCc3ccccn3)CC2)C(=O)N1c1ccc(Cl)cc1.